The task is: Predict which catalyst facilitates the given reaction.. This data is from Catalyst prediction with 721,799 reactions and 888 catalyst types from USPTO. (1) Reactant: C[Si]([NH:5][C:6]1[N:11]=[C:10]([O:12][Si](C)(C)C)[N:9]=[CH:8][N:7]=1)(C)C.C(O[C@@H:21]1[O:43][C@H:42]([CH2:44][O:45]C(=O)C2C=CC=CC=2)[C@@H:32]([O:33]C(=O)C2C=CC=CC=2)[C@H:22]1[O:23]C(=O)C1C=CC=CC=1)(=O)C.CC#N.S(O)(C(F)(F)F)(=O)=O. Product: [CH:8]1[N:9]([C@@H:21]2[O:43][C@H:42]([CH2:44][OH:45])[C@@H:32]([OH:33])[C@H:22]2[OH:23])[C:10](=[O:12])[N:11]=[C:6]([NH2:5])[N:7]=1. The catalyst class is: 16. (2) Reactant: [CH2:1]1[C:10]2[CH:9]=[CH:8][CH:7]=[C:6]([CH:11]=[O:12])[C:5]=2[CH2:4][CH2:3][C:2]21[O:16][CH2:15][CH2:14][O:13]2.[BH4-].[Na+]. Product: [CH2:1]1[C:10]2[C:5](=[C:6]([CH2:11][OH:12])[CH:7]=[CH:8][CH:9]=2)[CH2:4][CH2:3][C:2]21[O:13][CH2:14][CH2:15][O:16]2. The catalyst class is: 14. (3) Reactant: C(OCCOC1C=CC([C:15]2[CH:16]=[CH:17][C:18]3[N:24](CC(C)C)[CH2:23][CH2:22][C:21]([C:29](O)=[O:30])=[CH:20][C:19]=3[CH:32]=2)=CC=1)CCC.C[N:34](C=O)C.S(Cl)(Cl)=O. Product: [NH:24]1[C:18]2[CH:17]=[CH:16][CH:15]=[CH:32][C:19]=2[CH:20]=[C:21]([C:29]([NH2:34])=[O:30])[CH2:22][CH2:23]1. The catalyst class is: 1. (4) Reactant: [Cl:1][C:2]1[C:7]([C:8](=[O:18])[CH2:9][C:10]2[CH:15]=[CH:14][N:13]=[C:12]([S:16][CH3:17])[N:11]=2)=[CH:6][C:5]([F:19])=[CH:4][C:3]=1[NH:20][C:21](=[O:26])[C:22]([CH3:25])([CH3:24])[CH3:23].C1C(=O)N([Br:34])C(=O)C1. Product: [Br:34][CH:9]([C:10]1[CH:15]=[CH:14][N:13]=[C:12]([S:16][CH3:17])[N:11]=1)[C:8]([C:7]1[C:2]([Cl:1])=[C:3]([NH:20][C:21](=[O:26])[C:22]([CH3:23])([CH3:25])[CH3:24])[CH:4]=[C:5]([F:19])[CH:6]=1)=[O:18]. The catalyst class is: 2. (5) Reactant: [Cl:1][C:2]1[C:7]([Cl:8])=[CH:6][CH:5]=[C:4]([CH:9]2[O:13][CH2:12][CH2:11][O:10]2)[C:3]=1[S:14](Cl)(=[O:16])=[O:15].[C:18]([NH:21][NH2:22])(=[O:20])[CH3:19]. Product: [C:18]([NH:21][NH:22][S:14]([C:3]1[C:4]([CH:9]2[O:13][CH2:12][CH2:11][O:10]2)=[CH:5][CH:6]=[C:7]([Cl:8])[C:2]=1[Cl:1])(=[O:16])=[O:15])(=[O:20])[CH3:19]. The catalyst class is: 41.